This data is from Reaction yield outcomes from USPTO patents with 853,638 reactions. The task is: Predict the reaction yield, written as a fraction of the theoretical maximum amount of product (1.0 means a 100% yield; for example, 0.34 means a 34% yield). (1) The reactants are [Si:1]([O:8][CH2:9][C@@H:10]([OH:13])[CH2:11][Cl:12])([C:4]([CH3:7])([CH3:6])[CH3:5])([CH3:3])[CH3:2].[O:14]1[CH:19]=[CH:18][CH2:17][CH2:16][CH2:15]1.C1(C)C=CC(S([O-])(=O)=O)=CC=1.[NH+]1C=CC=CC=1. The catalyst is ClCCl. The product is [Si:1]([O:8][CH2:9][CH:10]([O:13][CH:15]1[CH2:16][CH2:17][CH2:18][CH2:19][O:14]1)[CH2:11][Cl:12])([C:4]([CH3:7])([CH3:6])[CH3:5])([CH3:3])[CH3:2]. The yield is 0.920. (2) The reactants are I[C:2]1[C:10]2[C:5](=[N:6][CH:7]=[CH:8][CH:9]=2)[N:4]([Si:11]([CH:18]([CH3:20])[CH3:19])([CH:15]([CH3:17])[CH3:16])[CH:12]([CH3:14])[CH3:13])[CH:3]=1.C([Mg]Cl)(C)C.C(OC(=O)[N:32]([C:44]1[CH:49]=[CH:48][C:47]([C:50](=[O:52])[CH3:51])=[CH:46][N:45]=1)[CH2:33][C:34]1[CH:39]=[CH:38][C:37]([C:40]([F:43])([F:42])[F:41])=[CH:36][CH:35]=1)(C)(C)C. The catalyst is O1CCCC1. The product is [F:43][C:40]([F:41])([F:42])[C:37]1[CH:38]=[CH:39][C:34]([CH2:33][NH:32][C:44]2[N:45]=[CH:46][C:47]([C:50]([C:2]3[C:10]4[C:5](=[N:6][CH:7]=[CH:8][CH:9]=4)[N:4]([Si:11]([CH:18]([CH3:20])[CH3:19])([CH:15]([CH3:17])[CH3:16])[CH:12]([CH3:14])[CH3:13])[CH:3]=3)([OH:52])[CH3:51])=[CH:48][CH:49]=2)=[CH:35][CH:36]=1. The yield is 0.290.